This data is from Peptide-MHC class I binding affinity with 185,985 pairs from IEDB/IMGT. The task is: Regression. Given a peptide amino acid sequence and an MHC pseudo amino acid sequence, predict their binding affinity value. This is MHC class I binding data. (1) The peptide sequence is FMFSTAATI. The MHC is HLA-A02:06 with pseudo-sequence HLA-A02:06. The binding affinity (normalized) is 0.540. (2) The peptide sequence is ETTQALQLF. The MHC is HLA-B27:03 with pseudo-sequence HLA-B27:03. The binding affinity (normalized) is 0.0847. (3) The MHC is H-2-Db with pseudo-sequence H-2-Db. The binding affinity (normalized) is 0.0641. The peptide sequence is SIRGNSNYKA. (4) The peptide sequence is IYCGFKFAW. The MHC is HLA-B57:01 with pseudo-sequence HLA-B57:01. The binding affinity (normalized) is 0.213. (5) The peptide sequence is LMIIPLINV. The MHC is HLA-A02:06 with pseudo-sequence HLA-A02:06. The binding affinity (normalized) is 1.00. (6) The peptide sequence is VTLFFLSGK. The MHC is HLA-A11:01 with pseudo-sequence HLA-A11:01. The binding affinity (normalized) is 0.767. (7) The peptide sequence is AAAKTPVIVV. The MHC is HLA-A02:02 with pseudo-sequence HLA-A02:02. The binding affinity (normalized) is 0.169. (8) The peptide sequence is MLYGIAQKI. The MHC is HLA-A32:01 with pseudo-sequence HLA-A32:01. The binding affinity (normalized) is 0.767. (9) The peptide sequence is WVSRFGERK. The MHC is HLA-B27:03 with pseudo-sequence HLA-B27:03. The binding affinity (normalized) is 0.0847. (10) The peptide sequence is TYGVCSKAF. The MHC is HLA-A30:01 with pseudo-sequence HLA-A30:01. The binding affinity (normalized) is 0.0847.